From a dataset of Peptide-MHC class I binding affinity with 185,985 pairs from IEDB/IMGT. Regression. Given a peptide amino acid sequence and an MHC pseudo amino acid sequence, predict their binding affinity value. This is MHC class I binding data. (1) The peptide sequence is GRDNRTIISL. The binding affinity (normalized) is 0.0621. The MHC is Mamu-A07 with pseudo-sequence Mamu-A07. (2) The peptide sequence is VSIILANERY. The MHC is HLA-A03:01 with pseudo-sequence HLA-A03:01. The binding affinity (normalized) is 0.126. (3) The peptide sequence is HPQKVTKFM. The MHC is HLA-B54:01 with pseudo-sequence HLA-B54:01. The binding affinity (normalized) is 0.0641. (4) The peptide sequence is LYVAGVPEL. The MHC is HLA-A02:19 with pseudo-sequence HLA-A02:19. The binding affinity (normalized) is 0.0847. (5) The MHC is HLA-B39:01 with pseudo-sequence HLA-B39:01. The peptide sequence is RLHRLLLMR. The binding affinity (normalized) is 0.213. (6) The binding affinity (normalized) is 0. The MHC is Mamu-B03 with pseudo-sequence Mamu-B03. The peptide sequence is LWETLRRGGR. (7) The peptide sequence is RDWAHNSL. The MHC is HLA-B54:01 with pseudo-sequence HLA-B54:01. The binding affinity (normalized) is 0. (8) The peptide sequence is EIDETCEHEY. The MHC is HLA-A26:01 with pseudo-sequence HLA-A26:01. The binding affinity (normalized) is 0.427. (9) The peptide sequence is VTFMWTNCR. The MHC is HLA-A31:01 with pseudo-sequence HLA-A31:01. The binding affinity (normalized) is 0.686. (10) The peptide sequence is KVSVGSYFC. The MHC is HLA-A26:01 with pseudo-sequence HLA-A26:01. The binding affinity (normalized) is 0.0847.